Dataset: Reaction yield outcomes from USPTO patents with 853,638 reactions. Task: Predict the reaction yield, written as a fraction of the theoretical maximum amount of product (1.0 means a 100% yield; for example, 0.34 means a 34% yield). (1) The yield is 0.990. The reactants are [CH3:1][N:2]([CH2:10][C:11]([N:13]1[CH2:18][CH2:17][S:16][C:15]2[CH:19]=[CH:20][C:21]([N+:23]([O-:25])=[O:24])=[CH:22][C:14]1=2)=O)[C:3](=[O:9])[O:4][C:5]([CH3:8])([CH3:7])[CH3:6].B.O1CCCC1. The catalyst is O1CCCC1. The product is [CH3:1][N:2]([CH2:10][CH2:11][N:13]1[CH2:18][CH2:17][S:16][C:15]2[CH:19]=[CH:20][C:21]([N+:23]([O-:25])=[O:24])=[CH:22][C:14]1=2)[C:3](=[O:9])[O:4][C:5]([CH3:8])([CH3:6])[CH3:7]. (2) The reactants are [CH2:1]1[C:4]2([CH2:9][CH2:8][NH:7][CH2:6][CH2:5]2)[CH2:3][N:2]1[C:10]([O:12][C:13]([CH3:16])([CH3:15])[CH3:14])=[O:11].C(N(CC)CC)C.[Br:24][CH2:25][C:26](Cl)=[O:27]. The catalyst is ClCCl. The product is [Br:24][CH2:25][C:26]([N:7]1[CH2:6][CH2:5][C:4]2([CH2:3][N:2]([C:10]([O:12][C:13]([CH3:16])([CH3:15])[CH3:14])=[O:11])[CH2:1]2)[CH2:9][CH2:8]1)=[O:27]. The yield is 0.680. (3) The reactants are [Cl:1][C:2]1[CH:3]=[C:4]2[C:8](=[CH:9][CH:10]=1)[NH:7][CH:6]=[CH:5]2.C([Mg]Br)C.[CH3:15][C:16]1([CH3:24])[C:18]([CH3:20])([CH3:19])[CH:17]1[C:21](Cl)=[O:22]. The catalyst is ClCCl.[Cl-].[Zn+2].[Cl-]. The product is [Cl:1][C:2]1[CH:3]=[C:4]2[C:8](=[CH:9][CH:10]=1)[NH:7][CH:6]=[C:5]2[C:21]([CH:17]1[C:18]([CH3:20])([CH3:19])[C:16]1([CH3:24])[CH3:15])=[O:22]. The yield is 0.430. (4) The catalyst is C(OCC)(=O)C.C1C=CC(/C=C/C(/C=C/C2C=CC=CC=2)=O)=CC=1.C1C=CC(/C=C/C(/C=C/C2C=CC=CC=2)=O)=CC=1.C1C=CC(/C=C/C(/C=C/C2C=CC=CC=2)=O)=CC=1.[Pd].[Pd].O1CCOCC1. The product is [CH2:13]([S:17][C:2]1[C:3]([C:7]2[CH:8]=[N:9][CH:10]=[CH:11][CH:12]=2)=[N:4][O:5][CH:6]=1)[CH2:14][CH2:15][CH3:16]. The yield is 0.250. The reactants are Br[C:2]1[C:3]([C:7]2[CH:8]=[N:9][CH:10]=[CH:11][CH:12]=2)=[N:4][O:5][CH:6]=1.[CH2:13]([SH:17])[CH2:14][CH2:15][CH3:16].C(N(CC)CC)C.CC1(C)C2C(=C(P(C3C=CC=CC=3)C3C=CC=CC=3)C=CC=2)OC2C(P(C3C=CC=CC=3)C3C=CC=CC=3)=CC=CC1=2. (5) The reactants are Br[C:2]1[CH:3]=[C:4]([NH:17][S:18]([CH2:21][CH3:22])(=[O:20])=[O:19])[CH:5]=[C:6]([O:8][C:9]2[CH:14]=[CH:13][C:12]([F:15])=[CH:11][C:10]=2[F:16])[CH:7]=1.[CH3:23][N:24]1[CH:29]=[C:28](B2OC(C)(C)C(C)(C)O2)[CH:27]=[C:26]([CH3:39])[C:25]1=[O:40].[O-]P([O-])([O-])=O.[K+].[K+].[K+]. The catalyst is O1CCOCC1.O.C1C=CC(P(C2C=CC=CC=2)[C-]2C=CC=C2)=CC=1.C1C=CC(P(C2C=CC=CC=2)[C-]2C=CC=C2)=CC=1.Cl[Pd]Cl.[Fe+2]. The product is [F:16][C:10]1[CH:11]=[C:12]([F:15])[CH:13]=[CH:14][C:9]=1[O:8][C:6]1[CH:5]=[C:4]([NH:17][S:18]([CH2:21][CH3:22])(=[O:20])=[O:19])[CH:3]=[C:2]([C:28]2[CH:27]=[C:26]([CH3:39])[C:25](=[O:40])[N:24]([CH3:23])[CH:29]=2)[CH:7]=1. The yield is 0.940.